This data is from Full USPTO retrosynthesis dataset with 1.9M reactions from patents (1976-2016). The task is: Predict the reactants needed to synthesize the given product. (1) Given the product [CH2:1]([O:8][N:9]1[C:10]2[C:11](=[CH:16][C:17]([Br:20])=[CH:18][N:19]=2)[C:12]([OH:14])=[C:22]([C:23]([O:25][CH2:26][CH3:27])=[O:24])[C:21]1=[O:28])[C:2]1[CH:7]=[CH:6][CH:5]=[CH:4][CH:3]=1, predict the reactants needed to synthesize it. The reactants are: [CH2:1]([O:8][N:9]([C:21](=[O:28])[CH2:22][C:23]([O:25][CH2:26][CH3:27])=[O:24])[C:10]1[N:19]=[CH:18][C:17]([Br:20])=[CH:16][C:11]=1[C:12]([O:14]C)=O)[C:2]1[CH:7]=[CH:6][CH:5]=[CH:4][CH:3]=1.[O-]CC.[Na+].Cl. (2) Given the product [F:22][CH2:15][CH:4]1[CH2:5][N:6]([C@H:7]([C:9]2[CH:14]=[CH:13][CH:12]=[CH:11][CH:10]=2)[CH3:8])[C:2](=[O:1])[CH2:3]1, predict the reactants needed to synthesize it. The reactants are: [O:1]=[C:2]1[N:6]([CH:7]([C:9]2[CH:14]=[CH:13][CH:12]=[CH:11][CH:10]=2)[CH3:8])[CH2:5][CH:4]([CH2:15]OS(C)(=O)=O)[CH2:3]1.O.[F-:22].C([N+](CCCC)(CCCC)CCCC)CCC. (3) Given the product [CH3:37][O:36][CH2:35][CH:4]([CH2:3][O:2][CH3:1])[O:5][C:6]1[CH:7]=[C:8]([O:24][C:25]2[CH:30]=[CH:29][C:28]([S:31]([CH3:34])(=[O:33])=[O:32])=[CH:27][N:26]=2)[CH:9]=[C:10]2[C:14]=1[NH:13][C:12]([C:15]1[S:16][CH:17]([CH2:20][C:21]([NH:41][CH3:39])=[O:22])[CH2:18][N:19]=1)=[CH:11]2, predict the reactants needed to synthesize it. The reactants are: [CH3:1][O:2][CH2:3][CH:4]([CH2:35][O:36][CH3:37])[O:5][C:6]1[CH:7]=[C:8]([O:24][C:25]2[CH:30]=[CH:29][C:28]([S:31]([CH3:34])(=[O:33])=[O:32])=[CH:27][N:26]=2)[CH:9]=[C:10]2[C:14]=1[NH:13][C:12]([C:15]1[S:16][CH:17]([CH2:20][C:21](O)=[O:22])[CH2:18][N:19]=1)=[CH:11]2.Cl.[CH2:39]([N:41]=C=NCCCN(C)C)C.ON1C2C=CC=CC=2N=N1.[Cl-].C[NH3+]. (4) Given the product [CH2:38]([C:29]1[N:30]([CH2:31][CH:32]2[CH2:37][CH2:36][O:35][CH2:34][CH2:33]2)[C:26]2[C:25]3[CH:24]=[CH:23][C:22]([O:40][CH2:9][CH2:10][N:11]4[CH2:16][CH2:15][O:14][CH2:13][CH2:12]4)=[CH:21][C:20]=3[N:19]=[C:18]([NH2:17])[C:27]=2[N:28]=1)[CH3:39], predict the reactants needed to synthesize it. The reactants are: C(=O)([O-])[O-].[Cs+].[Cs+].Cl.Cl[CH2:9][CH2:10][N:11]1[CH2:16][CH2:15][O:14][CH2:13][CH2:12]1.[NH2:17][C:18]1[C:27]2[N:28]=[C:29]([CH2:38][CH3:39])[N:30]([CH2:31][CH:32]3[CH2:37][CH2:36][O:35][CH2:34][CH2:33]3)[C:26]=2[C:25]2[CH:24]=[CH:23][C:22]([OH:40])=[CH:21][C:20]=2[N:19]=1.C(=O)([O-])[O-].[Na+].[Na+].